Dataset: Catalyst prediction with 721,799 reactions and 888 catalyst types from USPTO. Task: Predict which catalyst facilitates the given reaction. (1) Reactant: [OH:1][C:2]1[N:3]=[C:4]([CH3:12])[S:5][C:6]=1[C:7]([O:9][CH2:10][CH3:11])=[O:8].[CH:13](O)([CH3:15])[CH3:14].C(P(CCCC)CCCC)CCC.N(C(OCC)=O)=NC(OCC)=O. Product: [CH:13]([O:1][C:2]1[N:3]=[C:4]([CH3:12])[S:5][C:6]=1[C:7]([O:9][CH2:10][CH3:11])=[O:8])([CH3:15])[CH3:14]. The catalyst class is: 359. (2) Reactant: Br[CH:2]([CH2:6]Br)[C:3](Cl)=[O:4].[CH2:8]([OH:15])[C:9]1[CH:14]=[CH:13][CH:12]=[CH:11][CH:10]=1.[CH2:16]([NH2:23])[C:17]1[CH:22]=[CH:21][CH:20]=[CH:19][CH:18]=1. Product: [CH2:16]([N:23]1[CH2:6][CH:2]1[C:3]([O:15][CH2:8][C:9]1[CH:14]=[CH:13][CH:12]=[CH:11][CH:10]=1)=[O:4])[C:17]1[CH:22]=[CH:21][CH:20]=[CH:19][CH:18]=1. The catalyst class is: 76.